From a dataset of Reaction yield outcomes from USPTO patents with 853,638 reactions. Predict the reaction yield, written as a fraction of the theoretical maximum amount of product (1.0 means a 100% yield; for example, 0.34 means a 34% yield). (1) The product is [CH3:44][O:45][C:46]1[CH:69]=[CH:68][C:49]([CH2:50][N:51]2[CH2:57][C:56]3[CH:58]=[C:59](/[CH:62]=[CH:63]/[C:64](=[O:65])[N:11]4[CH2:12][CH:9]([O:8][CH2:7][C:3]5[S:2][CH:6]=[CH:5][CH:4]=5)[CH2:10]4)[CH:60]=[N:61][C:55]=3[NH:54][C:53](=[O:67])[CH2:52]2)=[CH:48][CH:47]=1. The catalyst is CN(C)C=O.O.C(OCC)(=O)C. The reactants are Cl.[S:2]1[CH:6]=[CH:5][CH:4]=[C:3]1[CH2:7][O:8][CH:9]1[CH2:12][NH:11][CH2:10]1.CCN=C=NCCCN(C)C.C1C=CC2N(O)N=NC=2C=1.C(N(C(C)C)CC)(C)C.Cl.[CH3:44][O:45][C:46]1[CH:69]=[CH:68][C:49]([CH2:50][N:51]2[CH2:57][C:56]3[CH:58]=[C:59](/[CH:62]=[CH:63]/[C:64](O)=[O:65])[CH:60]=[N:61][C:55]=3[NH:54][C:53](=[O:67])[CH2:52]2)=[CH:48][CH:47]=1. The yield is 0.400. (2) The product is [C:19]([OH:18])(=[O:35])/[CH:22]=[CH:3]/[C:2]([OH:5])=[O:4].[CH3:36][CH:8]([N:9]([CH2:23][C:24]1[CH:29]=[CH:28][CH:27]=[CH:26][C:25]=1[C:30]([F:32])([F:31])[F:33])[CH:10]1[CH2:11][CH2:12][NH:13][CH2:14][CH2:15]1)[CH3:7]. The catalyst is C(O)C. The reactants are Cl.[C:2]([OH:5])(=[O:4])[CH3:3].C[CH:7](C)[CH2:8][N:9]([CH2:23][C:24]1[CH:29]=[CH:28][CH:27]=[CH:26][C:25]=1[C:30]([F:33])([F:32])[F:31])[CH:10]1[CH2:15][CH2:14][N:13](C([O:18][C:19]([CH3:22])(C)C)=O)[CH2:12][CH2:11]1.[O:35]1CCOC[CH2:36]1. The yield is 0.650. (3) The product is [Br:58][CH2:25][C:22]1[N:21]=[CH:20][C:19]([C:17]2[CH:16]=[C:15]([N:27]([CH2:34][CH3:35])[CH:28]3[CH2:33][CH2:32][O:31][CH2:30][CH2:29]3)[C:14]([CH3:36])=[C:13]([CH:18]=2)[C:12]([NH:11][CH2:10][C:3]2[C:4](=[O:9])[NH:5][C:6]([CH3:8])=[CH:7][C:2]=2[CH3:1])=[O:37])=[CH:24][CH:23]=1. The catalyst is C(Cl)Cl. The yield is 0.890. The reactants are [CH3:1][C:2]1[CH:7]=[C:6]([CH3:8])[NH:5][C:4](=[O:9])[C:3]=1[CH2:10][NH:11][C:12](=[O:37])[C:13]1[CH:18]=[C:17]([C:19]2[CH:20]=[N:21][C:22]([CH2:25]O)=[CH:23][CH:24]=2)[CH:16]=[C:15]([N:27]([CH2:34][CH3:35])[CH:28]2[CH2:33][CH2:32][O:31][CH2:30][CH2:29]2)[C:14]=1[CH3:36].C1(P(C2C=CC=CC=2)C2C=CC=CC=2)C=CC=CC=1.C(Br)(Br)(Br)[Br:58].O. (4) The reactants are [CH:1]1([N:7]2[C:12]([OH:13])=[C:11]([C:14]([NH:16][CH2:17][C:18]([O:20]CC)=[O:19])=[O:15])[C:10](=[O:23])[N:9]([CH2:24][C:25]3[CH:30]=[CH:29][C:28]([CH2:31][CH3:32])=[CH:27][CH:26]=3)[C:8]2=[O:33])[CH2:6][CH2:5][CH2:4][CH2:3][CH2:2]1.[OH-].[Na+]. The catalyst is C(O)C. The product is [CH:1]1([N:7]2[C:12]([OH:13])=[C:11]([C:14]([NH:16][CH2:17][C:18]([OH:20])=[O:19])=[O:15])[C:10](=[O:23])[N:9]([CH2:24][C:25]3[CH:30]=[CH:29][C:28]([CH2:31][CH3:32])=[CH:27][CH:26]=3)[C:8]2=[O:33])[CH2:6][CH2:5][CH2:4][CH2:3][CH2:2]1. The yield is 0.690. (5) The reactants are C([O:8][C:9]1[CH:16]=[C:15]([F:17])[CH:14]=[CH:13][C:10]=1[C:11]#[N:12])C1C=CC=CC=1.[ClH:18]. The catalyst is C(O)C.C(OCC)(=O)C.[Pd]. The product is [ClH:18].[OH:8][C:9]1[CH:16]=[C:15]([F:17])[CH:14]=[CH:13][C:10]=1[CH2:11][NH2:12]. The yield is 0.740.